From a dataset of Reaction yield outcomes from USPTO patents with 853,638 reactions. Predict the reaction yield, written as a fraction of the theoretical maximum amount of product (1.0 means a 100% yield; for example, 0.34 means a 34% yield). The reactants are [BH4-].[Na+].[F:3][C:4]([F:46])([F:45])[C:5]1[CH:6]=[C:7]([C:15]([CH3:44])([CH3:43])[C:16]([N:18]([C:20]2[CH:21]=[N:22][C:23]([N:35]3[CH2:39][C@H:38]([OH:40])[CH2:37][C@H:36]3[CH2:41][OH:42])=[CH:24][C:25]=2[C:26]2[CH:31]=[CH:30][C:29]([F:32])=[CH:28][C:27]=2[CH:33]=[O:34])[CH3:19])=[O:17])[CH:8]=[C:9]([C:11]([F:14])([F:13])[F:12])[CH:10]=1. The catalyst is CO. The product is [F:45][C:4]([F:3])([F:46])[C:5]1[CH:6]=[C:7]([C:15]([CH3:44])([CH3:43])[C:16]([N:18]([C:20]2[CH:21]=[N:22][C:23]([N:35]3[CH2:39][C@H:38]([OH:40])[CH2:37][C@H:36]3[CH2:41][OH:42])=[CH:24][C:25]=2[C:26]2[CH:31]=[CH:30][C:29]([F:32])=[CH:28][C:27]=2[CH2:33][OH:34])[CH3:19])=[O:17])[CH:8]=[C:9]([C:11]([F:12])([F:13])[F:14])[CH:10]=1. The yield is 0.780.